Dataset: Reaction yield outcomes from USPTO patents with 853,638 reactions. Task: Predict the reaction yield, written as a fraction of the theoretical maximum amount of product (1.0 means a 100% yield; for example, 0.34 means a 34% yield). (1) The reactants are Br[C:2]1[C:6]2[N:7]=[CH:8][N:9]=[C:10]([O:11][CH3:12])[C:5]=2[S:4][CH:3]=1.[CH:13]1(B(O)O)[CH2:15][CH2:14]1.C(=O)([O-])[O-].[K+].[K+].C1(C)C=CC=CC=1. The catalyst is O. The product is [CH:13]1([C:2]2[C:6]3[N:7]=[CH:8][N:9]=[C:10]([O:11][CH3:12])[C:5]=3[S:4][CH:3]=2)[CH2:15][CH2:14]1. The yield is 0.900. (2) The reactants are [O:1]=[C:2]1[CH:6]=[C:5]([C@@H:7]2[CH2:12][CH2:11][N:10]([C:13]([O:15][CH3:16])=[O:14])[C@@H:9]([CH2:17][C:18]3[CH:23]=[CH:22][C:21]([C:24]([F:27])([F:26])[F:25])=[CH:20][CH:19]=3)[CH2:8]2)[O:4][NH:3]1.CCCCCCC.CCO. The catalyst is C(#N)C. The product is [O:1]=[C:2]1[CH:6]=[C:5]([C@H:7]2[CH2:12][CH2:11][N:10]([C:13]([O:15][CH3:16])=[O:14])[C@H:9]([CH2:17][C:18]3[CH:19]=[CH:20][C:21]([C:24]([F:27])([F:25])[F:26])=[CH:22][CH:23]=3)[CH2:8]2)[O:4][NH:3]1.[O:1]=[C:2]1[CH:6]=[C:5]([C@@H:7]2[CH2:12][CH2:11][N:10]([C:13]([O:15][CH3:16])=[O:14])[C@@H:9]([CH2:17][C:18]3[CH:19]=[CH:20][C:21]([C:24]([F:27])([F:25])[F:26])=[CH:22][CH:23]=3)[CH2:8]2)[O:4][NH:3]1. The yield is 0.385. (3) The reactants are C[O:2][C:3](=O)/[CH:4]=[CH:5]/[C:6]1[CH:11]=[CH:10][C:9]([CH2:12][N:13]2[CH2:18][CH2:17][CH2:16][CH:15]([C:19]3[C:27]4[C:22](=[CH:23][CH:24]=[CH:25][CH:26]=4)[NH:21][C:20]=3[C:28]([OH:31])([CH3:30])[CH3:29])[CH2:14]2)=[C:8]([F:32])[CH:7]=1.[NH2:34][OH:35].O.Cl. The catalyst is CO.C[O-].[Na+]. The product is [F:32][C:8]1[CH:7]=[C:6](/[CH:5]=[CH:4]/[C:3]([NH:34][OH:35])=[O:2])[CH:11]=[CH:10][C:9]=1[CH2:12][N:13]1[CH2:18][CH2:17][CH2:16][CH:15]([C:19]2[C:27]3[C:22](=[CH:23][CH:24]=[CH:25][CH:26]=3)[NH:21][C:20]=2[C:28]([OH:31])([CH3:29])[CH3:30])[CH2:14]1. The yield is 0.439. (4) The reactants are [C:1]([OH:8])(=[O:7])/[CH:2]=[CH:3]\[C:4]([OH:6])=[O:5]. The catalyst is C(O)C. The product is [OH2:5].[C:1]([OH:8])(=[O:7])/[CH:2]=[CH:3]\[C:4]([OH:6])=[O:5]. The yield is 0.849.